From a dataset of Full USPTO retrosynthesis dataset with 1.9M reactions from patents (1976-2016). Predict the reactants needed to synthesize the given product. Given the product [CH3:1][C:2]1[C:3]([CH:13]=[O:14])=[CH:4][N:5]([S:37]([C:34]2[CH:35]=[CH:36][S:32][CH:33]=2)(=[O:39])=[O:38])[C:6]=1[C:7]1[CH:12]=[CH:11][CH:10]=[CH:9][CH:8]=1, predict the reactants needed to synthesize it. The reactants are: [CH3:1][C:2]1[C:3]([CH:13]=[O:14])=[CH:4][NH:5][C:6]=1[C:7]1[CH:12]=[CH:11][CH:10]=[CH:9][CH:8]=1.[H-].[Na+].C1OCCOCCOCCOCCOC1.[S:32]1[CH:36]=[CH:35][C:34]([S:37](Cl)(=[O:39])=[O:38])=[CH:33]1.